From a dataset of Forward reaction prediction with 1.9M reactions from USPTO patents (1976-2016). Predict the product of the given reaction. (1) The product is: [CH2:17]([C:16]1[N:8]=[C:6]([C:5]2[CH:9]=[CH:10][C:2]([OH:1])=[C:3]([CH2:11][CH2:12][CH3:13])[CH:4]=2)[O:7][CH:15]=1)[CH3:18]. Given the reactants [OH:1][C:2]1[CH:10]=[CH:9][C:5]([C:6]([NH2:8])=[O:7])=[CH:4][C:3]=1[CH2:11][CH2:12][CH3:13].Br[CH2:15][C:16](=O)[CH2:17][CH3:18].C1(C)C=CC=CC=1, predict the reaction product. (2) Given the reactants [CH:1]1([N:7]=[C:8]=[O:9])[CH2:6][CH2:5][CH2:4][CH2:3][CH2:2]1.[O:10]1[CH2:15][CH2:14][N:13]([CH2:16][CH2:17][CH2:18][NH2:19])[CH2:12][CH2:11]1.[C:20](Cl)(=[O:25])[CH2:21][C:22](Cl)=[O:23], predict the reaction product. The product is: [CH:1]1([N:7]2[C:22](=[O:23])[CH2:21][C:20](=[O:25])[N:19]([CH2:18][CH2:17][CH2:16][N:13]3[CH2:14][CH2:15][O:10][CH2:11][CH2:12]3)[C:8]2=[O:9])[CH2:6][CH2:5][CH2:4][CH2:3][CH2:2]1. (3) Given the reactants [CH3:1][O:2][C:3]1[CH:4]=[C:5]2[C:10](=[CH:11][C:12]=1[O:13][CH3:14])[N:9]=[CH:8][CH:7]=[C:6]2[O:15][C:16]1[CH:22]=[CH:21][C:19]([NH2:20])=[C:18]([CH3:23])[C:17]=1[CH3:24].Cl[C:26](Cl)([O:28][C:29](=[O:35])OC(Cl)(Cl)Cl)Cl.[N:37]1[CH:42]=[CH:41][CH:40]=[CH:39][C:38]=1CO.C(=O)(O)[O-].[Na+], predict the reaction product. The product is: [CH3:1][O:2][C:3]1[CH:4]=[C:5]2[C:10](=[CH:11][C:12]=1[O:13][CH3:14])[N:9]=[CH:8][CH:7]=[C:6]2[O:15][C:16]1[CH:22]=[CH:21][C:19]([NH:20][C:29](=[O:35])[O:28][CH2:26][C:38]2[CH:39]=[CH:40][CH:41]=[CH:42][N:37]=2)=[C:18]([CH3:23])[C:17]=1[CH3:24].